From a dataset of Forward reaction prediction with 1.9M reactions from USPTO patents (1976-2016). Predict the product of the given reaction. (1) The product is: [CH2:2]([O:9][C:10]1[C:11]([C:24]([O:26][C:27]([CH3:30])([CH3:29])[CH3:28])=[O:25])=[N:12][C:13]([CH2:17][CH:18]2[CH2:23][CH2:22][N:21]([C:32]3[CH:37]=[CH:36][C:35]([Br:38])=[CH:34][N:33]=3)[CH2:20][CH2:19]2)=[N:14][C:15]=1[CH3:16])[C:3]1[CH:4]=[CH:5][CH:6]=[CH:7][CH:8]=1. Given the reactants Cl.[CH2:2]([O:9][C:10]1[C:11]([C:24]([O:26][C:27]([CH3:30])([CH3:29])[CH3:28])=[O:25])=[N:12][C:13]([CH2:17][CH:18]2[CH2:23][CH2:22][NH:21][CH2:20][CH2:19]2)=[N:14][C:15]=1[CH3:16])[C:3]1[CH:8]=[CH:7][CH:6]=[CH:5][CH:4]=1.Br[C:32]1[CH:37]=[CH:36][C:35]([Br:38])=[CH:34][N:33]=1.C(=O)([O-])[O-].[K+].[K+], predict the reaction product. (2) The product is: [CH2:13]([O:10][C:9](=[O:11])[CH:8]([C:5]1[CH:4]=[CH:3][C:2]([OH:1])=[CH:7][CH:6]=1)[CH3:12])[CH3:14]. Given the reactants [OH:1][C:2]1[CH:7]=[CH:6][C:5]([CH:8]([CH3:12])[C:9]([OH:11])=[O:10])=[CH:4][CH:3]=1.[CH3:13][CH2:14]O, predict the reaction product.